This data is from Catalyst prediction with 721,799 reactions and 888 catalyst types from USPTO. The task is: Predict which catalyst facilitates the given reaction. (1) Reactant: [Si]([O:8][CH2:9][C:10]1[C:18]2[O:17][N:16]=[C:15]([CH2:19][CH2:20][CH:21]3[CH2:26][CH2:25][N:24]([C:27]([O:29][C:30]([CH3:33])([CH3:32])[CH3:31])=[O:28])[CH2:23][CH2:22]3)[C:14]=2[CH:13]=[CH:12][C:11]=1[C:34]1[CH:39]=[CH:38][CH:37]=[CH:36][CH:35]=1)(C(C)(C)C)(C)C.[F-].C([N+](CCCC)(CCCC)CCCC)CCC.[Cl-].[NH4+].O. Product: [OH:8][CH2:9][C:10]1[C:18]2[O:17][N:16]=[C:15]([CH2:19][CH2:20][CH:21]3[CH2:26][CH2:25][N:24]([C:27]([O:29][C:30]([CH3:33])([CH3:32])[CH3:31])=[O:28])[CH2:23][CH2:22]3)[C:14]=2[CH:13]=[CH:12][C:11]=1[C:34]1[CH:35]=[CH:36][CH:37]=[CH:38][CH:39]=1. The catalyst class is: 54. (2) Reactant: [F:1][C:2]1[C:10]([C:11]([O:13][CH3:14])=[O:12])=[CH:9][CH:8]=[CH:7][C:3]=1[C:4]([OH:6])=O.[NH:15]1[CH2:20][CH2:19][CH2:18][CH2:17][CH2:16]1. Product: [F:1][C:2]1[C:3]([C:4]([N:15]2[CH2:20][CH2:19][CH2:18][CH2:17][CH2:16]2)=[O:6])=[CH:7][CH:8]=[CH:9][C:10]=1[C:11]([O:13][CH3:14])=[O:12]. The catalyst class is: 4. (3) Reactant: [CH:1]1([N:5]2[C:9]3=[N:10][CH:11]=[N:12][C:13]([NH2:14])=[C:8]3[C:7](I)=[N:6]2)[CH2:4][CH2:3][CH2:2]1.[C:16]1([C:22]2[CH:31]=[CH:30][C:29]3[C:24](=[CH:25][C:26](B4OC(C)(C)C(C)(C)O4)=[CH:27][CH:28]=3)[N:23]=2)[CH:21]=[CH:20][CH:19]=[CH:18][CH:17]=1.C([O-])([O-])=O.[Na+].[Na+].O. Product: [CH:1]1([N:5]2[C:9]3=[N:10][CH:11]=[N:12][C:13]([NH2:14])=[C:8]3[C:7]([C:26]3[CH:25]=[C:24]4[C:29]([CH:30]=[CH:31][C:22]([C:16]5[CH:21]=[CH:20][CH:19]=[CH:18][CH:17]=5)=[N:23]4)=[CH:28][CH:27]=3)=[N:6]2)[CH2:4][CH2:3][CH2:2]1. The catalyst class is: 128. (4) Reactant: [C:1]([O:5][C:6]([N:8]1[CH2:12][CH2:11][CH:10]([NH:13][CH2:14][C:15](=[O:17])[NH2:16])[CH2:9]1)=[O:7])([CH3:4])([CH3:3])[CH3:2].[Cl:18][C:19]1[CH:26]=[CH:25][C:22]([CH:23]=O)=[CH:21][CH:20]=1.C(O[BH-](OC(=O)C)OC(=O)C)(=O)C.[Na+].C(O)(=O)C. Product: [C:1]([O:5][C:6]([N:8]1[CH2:12][CH2:11][CH:10]([N:13]([CH2:14][C:15](=[O:17])[NH2:16])[CH2:23][C:22]2[CH:25]=[CH:26][C:19]([Cl:18])=[CH:20][CH:21]=2)[CH2:9]1)=[O:7])([CH3:4])([CH3:2])[CH3:3]. The catalyst class is: 68. (5) Reactant: [NH2:1][CH2:2][CH2:3][CH2:4][CH2:5][NH:6][S:7]([C:10]1[CH:15]=[CH:14][C:13]([C:16]2[CH:21]=[CH:20][C:19]([Br:22])=[CH:18][CH:17]=2)=[CH:12][CH:11]=1)(=[O:9])=[O:8].C([O-])([O-])=O.[K+].[K+].I[CH:30]([CH3:32])[CH3:31].O. Product: [CH:30]([NH:1][CH2:2][CH2:3][CH2:4][CH2:5][NH:6][S:7]([C:10]1[CH:15]=[CH:14][C:13]([C:16]2[CH:17]=[CH:18][C:19]([Br:22])=[CH:20][CH:21]=2)=[CH:12][CH:11]=1)(=[O:9])=[O:8])([CH3:32])[CH3:31]. The catalyst class is: 3. (6) Reactant: [C:1](Cl)(=[O:5])[C:2](Cl)=O.CS(C)=O.[N:11]1[CH:16]=[CH:15][C:14](CCCO)=[CH:13][CH:12]=1.[CH2:21](N(CC)CC)C. Product: [N:11]1[CH:12]=[CH:13][CH:14]=[CH:15][C:16]=1[CH2:21][CH2:2][CH:1]=[O:5]. The catalyst class is: 4. (7) Reactant: [NH2:1][C:2]1[S:3][CH2:4][C@@H:5]2[C@@H:10]([C:11]([F:14])([F:13])[CH3:12])[O:9][CH2:8][C@:6]2([C:15]2[CH:16]=[C:17]([NH:22][C:23]([C:25]3[CH:30]=[N:29][C:28]([N:31]4[CH:35]=[N:34][CH:33]=[N:32]4)=[CH:27][N:26]=3)=[O:24])[CH:18]=[CH:19][C:20]=2[F:21])[N:7]=1.C1COCC1. Product: [OH2:9].[NH2:1][C:2]1[S:3][CH2:4][C@@H:5]2[C@@H:10]([C:11]([F:13])([F:14])[CH3:12])[O:9][CH2:8][C@:6]2([C:15]2[CH:16]=[C:17]([NH:22][C:23]([C:25]3[CH:30]=[N:29][C:28]([N:31]4[CH:35]=[N:34][CH:33]=[N:32]4)=[CH:27][N:26]=3)=[O:24])[CH:18]=[CH:19][C:20]=2[F:21])[N:7]=1. The catalyst class is: 6. (8) Reactant: CC(OI1(OC(C)=O)(OC(C)=O)OC(=O)C2C=CC=CC1=2)=O.[F:23][C:24]1[CH:25]=[C:26]([CH:31]([OH:33])[CH3:32])[CH:27]=[C:28]([F:30])[CH:29]=1. Product: [F:23][C:24]1[CH:25]=[C:26]([C:31](=[O:33])[CH3:32])[CH:27]=[C:28]([F:30])[CH:29]=1. The catalyst class is: 2. (9) Reactant: Br[C:2]1[CH:7]=[CH:6][CH:5]=[CH:4][C:3]=1[C:8]1[CH:9]=[CH:10][C:11](=[O:30])[N:12]([CH2:14][CH2:15][CH2:16][C:17]2[CH:18]=[C:19]([CH:27]=[CH:28][CH:29]=2)[O:20][CH2:21][C:22]([O:24][CH2:25][CH3:26])=[O:23])[CH:13]=1.[CH3:31][O:32][C:33]1[CH:38]=[CH:37][CH:36]=[CH:35][C:34]=1B(O)O.C([O-])([O-])=O.[Na+].[Na+]. Product: [CH3:31][O:32][C:33]1[CH:38]=[CH:37][CH:36]=[CH:35][C:34]=1[C:2]1[CH:7]=[CH:6][CH:5]=[CH:4][C:3]=1[C:8]1[CH:9]=[CH:10][C:11](=[O:30])[N:12]([CH2:14][CH2:15][CH2:16][C:17]2[CH:18]=[C:19]([CH:27]=[CH:28][CH:29]=2)[O:20][CH2:21][C:22]([O:24][CH2:25][CH3:26])=[O:23])[CH:13]=1. The catalyst class is: 398. (10) Reactant: C([Li])CCC.Br[C:7]1[CH:12]=[CH:11][C:10]([CH2:13][CH2:14][O:15][CH:16]2[CH2:21][CH2:20][CH2:19][CH2:18][O:17]2)=[CH:9][CH:8]=1.CN(C)[CH:24]=[O:25].[Cl-].[NH4+]. Product: [O:17]1[CH2:18][CH2:19][CH2:20][CH2:21][CH:16]1[O:15][CH2:14][CH2:13][C:10]1[CH:11]=[CH:12][C:7]([CH:24]=[O:25])=[CH:8][CH:9]=1. The catalyst class is: 7.